From a dataset of Peptide-MHC class I binding affinity with 185,985 pairs from IEDB/IMGT. Regression. Given a peptide amino acid sequence and an MHC pseudo amino acid sequence, predict their binding affinity value. This is MHC class I binding data. (1) The peptide sequence is WSHRVTSPK. The MHC is HLA-A80:01 with pseudo-sequence YFAMYEENVAHTNANTLYIIYRDYTWARLAYEGY. The binding affinity (normalized) is 0.0847. (2) The peptide sequence is KLGFDEIKGL. The MHC is HLA-A02:01 with pseudo-sequence HLA-A02:01. The binding affinity (normalized) is 0.547. (3) The peptide sequence is KLQARNIQK. The MHC is HLA-A33:01 with pseudo-sequence HLA-A33:01. The binding affinity (normalized) is 0.369. (4) The peptide sequence is SENERGYYI. The MHC is HLA-B40:02 with pseudo-sequence HLA-B40:02. The binding affinity (normalized) is 0.499. (5) The peptide sequence is TLYCVHQGI. The MHC is HLA-B35:03 with pseudo-sequence HLA-B35:03. The binding affinity (normalized) is 0.